Dataset: Catalyst prediction with 721,799 reactions and 888 catalyst types from USPTO. Task: Predict which catalyst facilitates the given reaction. (1) Reactant: [Cl:1][C:2]1[C:3]([F:31])=[C:4]([CH:8]2[C:12]([C:15]3[CH:20]=[CH:19][C:18]([Cl:21])=[CH:17][C:16]=3[F:22])([C:13]#[N:14])[CH:11]([CH2:23][C:24]([CH3:27])([CH3:26])[CH3:25])[NH:10][CH:9]2[C:28](O)=[O:29])[CH:5]=[CH:6][CH:7]=1.[NH2:32][C:33]1[CH:38]=[CH:37][C:36]([C:39](=[O:42])[CH2:40][Br:41])=[CH:35][CH:34]=1.CN(C(ON1N=NC2C=CC=NC1=2)=[N+](C)C)C.F[P-](F)(F)(F)(F)F.CCN(C(C)C)C(C)C. Product: [Br:41][CH2:40][C:39]([C:36]1[CH:37]=[CH:38][C:33]([NH:32][C:28]([CH:9]2[CH:8]([C:4]3[CH:5]=[CH:6][CH:7]=[C:2]([Cl:1])[C:3]=3[F:31])[C:12]([C:15]3[CH:20]=[CH:19][C:18]([Cl:21])=[CH:17][C:16]=3[F:22])([C:13]#[N:14])[CH:11]([CH2:23][C:24]([CH3:27])([CH3:25])[CH3:26])[NH:10]2)=[O:29])=[CH:34][CH:35]=1)=[O:42]. The catalyst class is: 2. (2) The catalyst class is: 6. Product: [Cl:35][C:36]1[N:40]2[CH:41]=[CH:42][CH:43]=[CH:44][C:39]2=[N:38][C:37]=1[CH2:45][O:1][C:2]1[CH:3]=[CH:4][C:5]([C:8]2[C:9](=[O:23])[C:10]([CH3:21])([CH3:22])[O:11][C:12]=2[C:13]2[CH:18]=[CH:17][C:16]([O:19][CH3:20])=[CH:15][CH:14]=2)=[CH:6][CH:7]=1. Reactant: [OH:1][C:2]1[CH:7]=[CH:6][C:5]([C:8]2[C:9](=[O:23])[C:10]([CH3:22])([CH3:21])[O:11][C:12]=2[C:13]2[CH:18]=[CH:17][C:16]([O:19][CH3:20])=[CH:15][CH:14]=2)=[CH:4][CH:3]=1.C(=O)([O-])[O-].[Cs+].[Cs+].CN(C=O)C.[Cl:35][C:36]1[N:40]2[CH:41]=[CH:42][CH:43]=[CH:44][C:39]2=[N:38][C:37]=1[CH2:45]Cl. (3) Reactant: [CH3:1][C:2]1[N:3]=[C:4]2[CH:12]=[CH:11][CH:10]=[C:9]3[N:5]2[C:6]=1[C:7]([S:13][CH2:14][CH2:15][CH2:16][CH2:17][CH2:18][NH2:19])=[N:8]3.C(N(CC)CC)C.C([O:29][C:30](=O)[C:31]([F:37])([F:36])[C:32]([F:35])([F:34])[F:33])C. Product: [CH3:1][C:2]1[N:3]=[C:4]2[CH:12]=[CH:11][CH:10]=[C:9]3[N:5]2[C:6]=1[C:7]([S:13][CH2:14][CH2:15][CH2:16][CH2:17][CH2:18][NH:19][C:30](=[O:29])[C:31]([F:37])([F:36])[C:32]([F:35])([F:34])[F:33])=[N:8]3. The catalyst class is: 10. (4) Reactant: ClC(Cl)(O[C:5](=O)[O:6][C:7](Cl)(Cl)Cl)Cl.[F:13][C:14]1[C:19]2OC[CH:22]3[CH:26]([C:27]4[CH:32]=[CH:31][CH:30]=[CH:29][CH:28]=4)[NH:25][N:24]=[C:23]3[C:18]=2C=[CH:16][CH:15]=1.[CH2:33]([N:35]([CH2:38]C)[CH2:36]C)C.CNC.[O:43]1CCCC1. Product: [CH3:33][N:35]([CH3:38])[C:36]([N:25]1[CH:26]([C:27]2[CH:28]=[CH:29][CH:30]=[CH:31][CH:32]=2)[CH:22]2[CH2:7][O:6][C:5]3[CH:16]=[CH:15][C:14]([F:13])=[CH:19][C:18]=3[C:23]2=[N:24]1)=[O:43]. The catalyst class is: 11. (5) Reactant: [Cl:1][C:2]1[CH:7]=[C:6]([F:8])[CH:5]=[CH:4][C:3]=1[NH:9][S:10]([CH:13]1[C:18]([C:19]([O:21][CH2:22][CH3:23])=[O:20])=[CH:17][CH2:16][CH2:15][CH2:14]1)(=[O:12])=[O:11].I[CH2:25][O:26][C:27]([O:29][CH2:30][CH2:31][CH2:32][C:33]([O:35][CH2:36][C:37]1[CH:42]=[CH:41][CH:40]=[CH:39][CH:38]=1)=[O:34])=[O:28].C(=O)([O-])[O-].[K+].[K+]. Product: [CH2:36]([O:35][C:33](=[O:34])[CH2:32][CH2:31][CH2:30][O:29][C:27]([O:26][CH2:25][N:9]([C:3]1[CH:4]=[CH:5][C:6]([F:8])=[CH:7][C:2]=1[Cl:1])[S:10]([CH:13]1[C:18]([C:19]([O:21][CH2:22][CH3:23])=[O:20])=[CH:17][CH2:16][CH2:15][CH2:14]1)(=[O:11])=[O:12])=[O:28])[C:37]1[CH:38]=[CH:39][CH:40]=[CH:41][CH:42]=1. The catalyst class is: 42. (6) Reactant: [N+:1]([C:4]1[CH:9]=[CH:8][C:7]([N:10]2[CH2:15][CH2:14][O:13][CH2:12][CH2:11]2)=[CH:6][CH:5]=1)([O-])=O.[H][H]. Product: [O:13]1[CH2:12][CH2:11][N:10]([C:7]2[CH:6]=[CH:5][C:4]([NH2:1])=[CH:9][CH:8]=2)[CH2:15][CH2:14]1. The catalyst class is: 43. (7) Reactant: [CH2:1]([N:8]1[C:16]([N:17]2[CH:21]=[CH:20][CH:19]=[N:18]2)=[N:15][C:14]2[C:9]1=[N:10][CH:11]=[N:12][C:13]=2[NH2:22])[C:2]1[CH:7]=[CH:6][CH:5]=[CH:4][CH:3]=1.[C:23](Cl)(=[O:30])[C:24]1[CH:29]=[CH:28][CH:27]=[CH:26][CH:25]=1.[C:32]1(C)[CH:37]=[CH:36][CH:35]=[CH:34][CH:33]=1.[C:39](=[O:42])(O)[O-].[Na+].CC[O:46]CC. Product: [C:23]([N:22]([C:13]1[N:12]=[CH:11][N:10]=[C:9]2[C:14]=1[N:15]=[C:16]([N:17]1[CH:21]=[CH:20][CH:19]=[N:18]1)[N:8]2[C:1](=[O:46])[C:2]1[CH:7]=[CH:6][CH:5]=[CH:4][CH:3]=1)[C:39](=[O:42])[C:32]1[CH:37]=[CH:36][CH:35]=[CH:34][CH:33]=1)(=[O:30])[C:24]1[CH:29]=[CH:28][CH:27]=[CH:26][CH:25]=1. The catalyst class is: 17.